This data is from Reaction yield outcomes from USPTO patents with 853,638 reactions. The task is: Predict the reaction yield, written as a fraction of the theoretical maximum amount of product (1.0 means a 100% yield; for example, 0.34 means a 34% yield). (1) The reactants are [CH2:1]=[CH:2][CH2:3][CH2:4][CH2:5][CH2:6][CH2:7][CH2:8][CH2:9][CH2:10][CH2:11][CH3:12].Cl[SiH:14]([CH3:16])[CH3:15].[CH2:17]([Mg]Cl)[C:18](=[CH2:20])[CH3:19]. The catalyst is C1COCC1. The product is [CH2:1]([Si:14]([CH3:16])([CH3:15])[CH2:17][C:18](=[CH2:20])[CH3:19])[CH2:2][CH2:3][CH2:4][CH2:5][CH2:6][CH2:7][CH2:8][CH2:9][CH2:10][CH2:11][CH3:12]. The yield is 0.330. (2) The reactants are [Br:1][C:2]1[CH:11]=[C:10]([Cl:12])[CH:9]=[C:8]([F:13])[C:3]=1[C:4]([NH:6][OH:7])=[NH:5].CO[C:16](OC)(N(C)C)[CH3:17]. The product is [Br:1][C:2]1[CH:11]=[C:10]([Cl:12])[CH:9]=[C:8]([F:13])[C:3]=1[C:4]1[N:5]=[C:16]([CH3:17])[O:7][N:6]=1. The yield is 0.580. The catalyst is CC(O)C.